The task is: Predict which catalyst facilitates the given reaction.. This data is from Catalyst prediction with 721,799 reactions and 888 catalyst types from USPTO. (1) Reactant: C1(=CC[O:8][C:9]2[CH:18]=[CH:17][C:12]([C:13]([O:15][CH3:16])=[O:14])=[CH:11][CH:10]=2)CCCC1.C(N(CC)[C:22]1[CH:27]=[CH:26][CH:25]=[CH:24][CH:23]=1)C.[CH3:30]/C(/O[Si](C)(C)C)=N\[Si](C)(C)C. Product: [OH:8][C:9]1[CH:10]=[CH:11][C:12]([C:13]([O:15][CH3:16])=[O:14])=[CH:17][C:18]=1[C:26]1([CH:27]=[CH2:22])[CH2:25][CH2:24][CH2:23][CH2:30]1. The catalyst class is: 28. (2) Reactant: [Cl:1][C:2]1[CH:7]=[CH:6][C:5]([CH:8]2[CH:13]([S:14]([C:17]3[CH:22]=[CH:21][CH:20]=[C:19]([C:23]([F:26])([F:25])[F:24])[CH:18]=3)(=[O:16])=[O:15])[CH2:12][CH2:11][O:10][CH2:9]2)=[CH:4][CH:3]=1.[CH3:27]C([O-])(C)C.[K+].C1OCCOCCOCCOCCOCCOC1.CI. Product: [Cl:1][C:2]1[CH:3]=[CH:4][C:5]([CH:8]2[C:13]([CH3:27])([S:14]([C:17]3[CH:22]=[CH:21][CH:20]=[C:19]([C:23]([F:24])([F:26])[F:25])[CH:18]=3)(=[O:15])=[O:16])[CH2:12][CH2:11][O:10][CH2:9]2)=[CH:6][CH:7]=1. The catalyst class is: 1. (3) Reactant: [Br:1][C:2]1[CH:7]=[CH:6][C:5]([C:8]([N:13]2[C:21]3[C:16](=[C:17]([NH:22][C:23](=[O:29])[O:24][C:25]([CH3:28])([CH3:27])[CH3:26])[CH:18]=[CH:19][CH:20]=3)[CH:15]=[N:14]2)([CH2:11][CH3:12])[CH:9]=[O:10])=[CH:4][CH:3]=1.[CH3:30][Mg]Br. Product: [Br:1][C:2]1[CH:7]=[CH:6][C:5]([C:8]([N:13]2[C:21]3[C:16](=[C:17]([NH:22][C:23](=[O:29])[O:24][C:25]([CH3:28])([CH3:27])[CH3:26])[CH:18]=[CH:19][CH:20]=3)[CH:15]=[N:14]2)([CH2:11][CH3:12])[CH:9]([OH:10])[CH3:30])=[CH:4][CH:3]=1. The catalyst class is: 7. (4) Reactant: [CH:1]1([N:5]2[CH2:10][CH2:9][N:8]([C:11]([C:13]3[CH:14]=[C:15]4[C:19](=[CH:20][CH:21]=3)[NH:18][C:17]([C:22]([N:24]3[CH2:29][CH2:28][S:27](=[O:31])(=[O:30])[CH2:26][CH2:25]3)=[O:23])=[CH:16]4)=[O:12])[CH2:7][CH2:6]2)[CH2:4][CH2:3][CH2:2]1.[H-].[Na+].Br[CH2:35][C:36]#[N:37]. Product: [CH:1]1([N:5]2[CH2:6][CH2:7][N:8]([C:11]([C:13]3[CH:14]=[C:15]4[C:19](=[CH:20][CH:21]=3)[N:18]([CH2:35][C:36]#[N:37])[C:17]([C:22]([N:24]3[CH2:29][CH2:28][S:27](=[O:30])(=[O:31])[CH2:26][CH2:25]3)=[O:23])=[CH:16]4)=[O:12])[CH2:9][CH2:10]2)[CH2:2][CH2:3][CH2:4]1. The catalyst class is: 9. (5) Reactant: [Cl:1][C:2]1[CH:3]=[C:4]([N:14]([CH2:21][CH3:22])[CH:15]2[CH2:20][CH2:19][O:18][CH2:17][CH2:16]2)[C:5]([O:12][CH3:13])=[C:6]([CH:11]=1)[C:7]([O:9]C)=[O:8].[OH-].[Na+].Cl. Product: [Cl:1][C:2]1[CH:3]=[C:4]([N:14]([CH2:21][CH3:22])[CH:15]2[CH2:20][CH2:19][O:18][CH2:17][CH2:16]2)[C:5]([O:12][CH3:13])=[C:6]([CH:11]=1)[C:7]([OH:9])=[O:8]. The catalyst class is: 1.